This data is from Full USPTO retrosynthesis dataset with 1.9M reactions from patents (1976-2016). The task is: Predict the reactants needed to synthesize the given product. The reactants are: C[O:2][C:3](=[O:28])[C@H:4]([CH2:13][S:14][C:15]1[CH:20]=[CH:19][C:18]([C:21]([O:23][CH2:24][CH:25]=[CH2:26])=[O:22])=[CH:17][C:16]=1[NH2:27])[NH:5][C:6]([O:8][C:9]([CH3:12])([CH3:11])[CH3:10])=[O:7].[OH-].[Na+]. Given the product [CH2:24]([O:23][C:21](=[O:22])[C:18]1[CH:19]=[CH:20][C:15]([S:14][CH2:13][C@@H:4]([NH:5][C:6]([O:8][C:9]([CH3:11])([CH3:10])[CH3:12])=[O:7])[C:3]([OH:28])=[O:2])=[C:16]([NH2:27])[CH:17]=1)[CH:25]=[CH2:26], predict the reactants needed to synthesize it.